This data is from Peptide-MHC class I binding affinity with 185,985 pairs from IEDB/IMGT. The task is: Regression. Given a peptide amino acid sequence and an MHC pseudo amino acid sequence, predict their binding affinity value. This is MHC class I binding data. The peptide sequence is ILMDSIFVST. The MHC is HLA-A68:02 with pseudo-sequence HLA-A68:02. The binding affinity (normalized) is 0.263.